This data is from Peptide-MHC class II binding affinity with 134,281 pairs from IEDB. The task is: Regression. Given a peptide amino acid sequence and an MHC pseudo amino acid sequence, predict their binding affinity value. This is MHC class II binding data. (1) The peptide sequence is PSMGRDIKVQFQSGG. The MHC is DRB1_1602 with pseudo-sequence DRB1_1602. The binding affinity (normalized) is 0.270. (2) The peptide sequence is AIKFDFSTGLIIQGL. The MHC is HLA-DPA10201-DPB10101 with pseudo-sequence HLA-DPA10201-DPB10101. The binding affinity (normalized) is 0.691.